Binary Classification. Given a drug SMILES string, predict its activity (active/inactive) in a high-throughput screening assay against a specified biological target. From a dataset of M1 muscarinic receptor antagonist screen with 61,756 compounds. (1) The compound is O1c2cc(CNC(=O)CCc3c(n4ncnc4nc3C)C)ccc2OC1. The result is 0 (inactive). (2) The result is 0 (inactive). The compound is S(=O)(=O)(N1CCc2c1cccc2)c1ccc(NC(=O)c2cc3OCOc3cc2)cc1. (3) The compound is S(=O)(=O)(N(CC(=O)NCc1sccc1)c1ccc(OC)cc1)c1c(n(nc1C)C)C. The result is 0 (inactive). (4) The molecule is s1c(NC(=O)Cc2cc(OC)c(OC)c(OC)c2)ncc1. The result is 0 (inactive). (5) The drug is S(=O)(=O)(c1cc(NS(=O)(=O)c2ccc(OC)cc2)cc(c1O)C)c1ccccc1. The result is 0 (inactive). (6) The drug is S(=O)(=O)(N1CCCCCC1)c1ccc(NC(=O)CN2S(=O)(=O)c3c(C2=O)cccc3)cc1. The result is 0 (inactive).